Dataset: Forward reaction prediction with 1.9M reactions from USPTO patents (1976-2016). Task: Predict the product of the given reaction. (1) The product is: [C:1]([O:5][C:6]([NH:8][C:9]1[CH:18]=[CH:17][C:16]([O:19][C:21]2[CH:26]=[CH:25][C:24]([N+:27]([O-:29])=[O:28])=[CH:23][CH:22]=2)=[CH:15][C:10]=1[C:11]([O:13][CH3:14])=[O:12])=[O:7])([CH3:4])([CH3:2])[CH3:3]. Given the reactants [C:1]([O:5][C:6]([NH:8][C:9]1[CH:18]=[CH:17][C:16]([OH:19])=[CH:15][C:10]=1[C:11]([O:13][CH3:14])=[O:12])=[O:7])([CH3:4])([CH3:3])[CH3:2].F[C:21]1[CH:26]=[CH:25][C:24]([N+:27]([O-:29])=[O:28])=[CH:23][CH:22]=1.C([O-])([O-])=O.[K+].[K+].C1OCCOCCOCCOCCOCCOC1, predict the reaction product. (2) The product is: [CH3:17][C:16]1[CH:15]=[CH:14][CH:13]=[C:8]([C:9]([O:11][CH3:12])=[O:10])[C:7]=1[C:36]1[CH:37]=[CH:38][C:33]([C:32]([F:43])([F:42])[F:31])=[CH:34][CH:35]=1. Given the reactants FC(F)(F)S(O[C:7]1[C:16]([CH3:17])=[CH:15][CH:14]=[CH:13][C:8]=1[C:9]([O:11][CH3:12])=[O:10])(=O)=O.C(=O)([O-])[O-].[K+].[K+].O1CCCC1.[F:31][C:32]([F:43])([F:42])[C:33]1[CH:38]=[CH:37][C:36](B(O)O)=[CH:35][CH:34]=1, predict the reaction product.